Dataset: Reaction yield outcomes from USPTO patents with 853,638 reactions. Task: Predict the reaction yield, written as a fraction of the theoretical maximum amount of product (1.0 means a 100% yield; for example, 0.34 means a 34% yield). (1) The reactants are [CH2:1]([O:8][C:9]([NH:11][CH2:12][CH2:13][CH2:14][CH2:15][C@H:16]([O:27][P:28]([CH:38]([NH:42]CC1C=CC(OC)=CC=1)[CH:39]([CH3:41])[CH3:40])([O:30][CH2:31][C:32]1[CH:37]=[CH:36][CH:35]=[CH:34][CH:33]=1)=[O:29])[C:17]([O:19][CH2:20][C:21]1[CH:26]=[CH:25][CH:24]=[CH:23][CH:22]=1)=[O:18])=[O:10])[C:2]1[CH:7]=[CH:6][CH:5]=[CH:4][CH:3]=1.[N+]([O-])([O-])=O.[NH4+].[NH4+].[Ce+4].[N+]([O-])([O-])=O.[N+]([O-])([O-])=O.[N+]([O-])([O-])=O.[N+]([O-])([O-])=O.[N+]([O-])([O-])=O.S([O-])([O-])(=O)=S.[Na+].[Na+]. The catalyst is C(#N)C.O. The product is [NH2:42][CH:38]([P:28]([O:30][CH2:31][C:32]1[CH:33]=[CH:34][CH:35]=[CH:36][CH:37]=1)([O:27][C@@H:16]([CH2:15][CH2:14][CH2:13][CH2:12][NH:11][C:9]([O:8][CH2:1][C:2]1[CH:7]=[CH:6][CH:5]=[CH:4][CH:3]=1)=[O:10])[C:17]([O:19][CH2:20][C:21]1[CH:26]=[CH:25][CH:24]=[CH:23][CH:22]=1)=[O:18])=[O:29])[CH:39]([CH3:41])[CH3:40]. The yield is 0.620. (2) The reactants are CS([O:5][CH2:6][CH2:7][N:8]1[C:21]2[CH:20]=[CH:19][CH:18]=[CH:17][C:16]=2[O:15][C:14]2[C:9]1=[CH:10][CH:11]=[CH:12][CH:13]=2)(=O)=O.O[C:23]1[CH:28]=[CH:27][C:26]([CH2:29][CH:30]([O:36][CH2:37][CH2:38][CH2:39][CH2:40][CH2:41][CH3:42])[C:31]([O:33][CH2:34][CH3:35])=[O:32])=[CH:25][CH:24]=1. No catalyst specified. The product is [CH:20]1[C:21]2[N:8]([CH2:7][CH2:6][O:5][C:23]3[CH:24]=[CH:25][C:26]([CH2:29][CH:30]([O:36][CH2:37][CH2:38][CH2:39][CH2:40][CH2:41][CH3:42])[C:31]([O:33][CH2:34][CH3:35])=[O:32])=[CH:27][CH:28]=3)[C:9]3[C:14](=[CH:13][CH:12]=[CH:11][CH:10]=3)[O:15][C:16]=2[CH:17]=[CH:18][CH:19]=1. The yield is 0.530. (3) The reactants are [CH2:1](Br)[C:2]1[CH:7]=[CH:6][CH:5]=[CH:4][CH:3]=1.[NH:9]1[C:13]([C:14]2[CH:15]=[C:16]([C:20]3[CH:21]=[CH:22][C:23]4[O:27][C:26]([C:28]5[CH:33]=[CH:32][C:31]([F:34])=[CH:30][CH:29]=5)=[C:25]([C:35]([NH:37][CH3:38])=[O:36])[C:24]=4[CH:39]=3)[CH:17]=[CH:18][CH:19]=2)=[N:12][N:11]=[N:10]1.C([O-])([O-])=O.[Na+].[Na+]. The catalyst is CN(C=O)C. The product is [CH2:1]([N:10]1[N:11]=[N:12][C:13]([C:14]2[CH:15]=[C:16]([C:20]3[CH:21]=[CH:22][C:23]4[O:27][C:26]([C:28]5[CH:33]=[CH:32][C:31]([F:34])=[CH:30][CH:29]=5)=[C:25]([C:35]([NH:37][CH3:38])=[O:36])[C:24]=4[CH:39]=3)[CH:17]=[CH:18][CH:19]=2)=[N:9]1)[C:2]1[CH:7]=[CH:6][CH:5]=[CH:4][CH:3]=1. The yield is 0.190. (4) The yield is 0.840. The catalyst is C1(C)C=CC=CC=1.C(#N)C.CC(C)[O-].[Zr+4].CC(C)[O-].CC(C)[O-].CC(C)[O-]. The product is [Cl:41][C:42]1[CH:43]=[C:44]2[C:48](=[CH:49][CH:50]=1)[C:47](=[O:51])[C:46]([OH:23])([C:52]([O:54][CH3:55])=[O:53])[CH2:45]2. The reactants are [C@H]1(NCC2C=C(C(C)(C)C)C=C(C(C)(C)C)C=2O)CCCC[C@@H]1NCC1C=C(C(C)(C)C)C=C(C(C)(C)C)C=1[OH:23].[Cl:41][C:42]1[CH:43]=[C:44]2[C:48](=[CH:49][CH:50]=1)[C:47](=[O:51])[CH:46]([C:52]([O:54][CH3:55])=[O:53])[CH2:45]2.C(OO)(C)(C)C. (5) The reactants are Br.Br[CH:3]([C:13]1[CH:18]=[CH:17][N:16]=[C:15]([F:19])[CH:14]=1)[C:4]([C:6]1[CH:11]=[CH:10][CH:9]=[C:8]([CH3:12])[CH:7]=1)=O.C1([CH2:26][CH2:27][C:28]([NH2:30])=[S:29])C=CC=CC=1.C(=O)([O-])O.[Na+]. The catalyst is CN(C)C=O. The product is [CH2:27]([C:28]1[S:29][C:3]([C:13]2[CH:18]=[CH:17][N:16]=[C:15]([F:19])[CH:14]=2)=[C:4]([C:6]2[CH:11]=[CH:10][CH:9]=[C:8]([CH3:12])[CH:7]=2)[N:30]=1)[CH3:26]. The yield is 0.380.